This data is from Catalyst prediction with 721,799 reactions and 888 catalyst types from USPTO. The task is: Predict which catalyst facilitates the given reaction. (1) Reactant: C[O:2][C:3](=[O:14])[C:4]1[CH:9]=[CH:8][C:7]([Cl:10])=[N:6][C:5]=1[CH:11]1[CH2:13][CH2:12]1.O1CCCC1.[OH-].[Li+]. Product: [Cl:10][C:7]1[CH:8]=[CH:9][C:4]([C:3]([OH:14])=[O:2])=[C:5]([CH:11]2[CH2:12][CH2:13]2)[N:6]=1. The catalyst class is: 6. (2) Reactant: [NH:1]1[C:9]2[C:4](=[CH:5][CH:6]=[CH:7][CH:8]=2)[C:3]([C:10]([OH:12])=[O:11])=[CH:2]1.[CH3:13]O. Product: [CH3:13][O:11][C:10]([C:3]1[C:4]2[C:9](=[CH:8][CH:7]=[CH:6][CH:5]=2)[NH:1][CH:2]=1)=[O:12]. The catalyst class is: 33.